Dataset: Forward reaction prediction with 1.9M reactions from USPTO patents (1976-2016). Task: Predict the product of the given reaction. (1) Given the reactants C(N(CC)CC)C.CS([Cl:12])(=O)=O.[CH2:13]([C:17]1[CH:18]=[C:19]([CH2:23]O)[CH:20]=[CH:21][CH:22]=1)[CH2:14][CH:15]=[CH2:16].C([O-])(O)=O.[Na+], predict the reaction product. The product is: [CH2:13]([C:17]1[CH:22]=[CH:21][CH:20]=[C:19]([CH2:23][Cl:12])[CH:18]=1)[CH2:14][CH:15]=[CH2:16]. (2) Given the reactants N1([CH:7]2[CH2:12]O[N:10]=[C:9]([C:13]3[CH:14]=[N:15][CH:16]=[CH:17][CH:18]=3)[N:8]2C)CCCCC1.[OH2:20].[OH2:21].[Na+].[Na+].[CH2:24]([N:35]([CH2:40][C:41](O)=O)[CH2:36][C:37](O)=O)[CH2:24][N:35]([CH2:40][C:41]([O-])=O)[CH2:36][C:37]([O-:21])=[O:20].[BH4-].Cl.[OH-].[Na+].[C:48](O)(=O)C, predict the reaction product. The product is: [O:20]=[C:40]1[CH2:41][CH2:48][CH2:37][CH2:36][N:35]1[CH2:24][C@H:7]1[CH2:12][O:21][N:10]=[C:9]([C:13]2[CH:14]=[N:15][CH:16]=[CH:17][CH:18]=2)[NH:8]1. (3) Given the reactants Cl.[CH:2]([N:5]1[C:13]2[C:8](=[CH:9][C:10]([C:14]3[O:18][N:17]=[C:16]([C:19]4[CH:28]=[CH:27][CH:26]=[C:25]5[C:20]=4[CH2:21][CH2:22][CH2:23][CH:24]5[NH2:29])[N:15]=3)=[CH:11][CH:12]=2)[CH:7]=[CH:6]1)([CH3:4])[CH3:3].Cl[C:31](Cl)([O:33]C(=O)OC(Cl)(Cl)Cl)Cl.C(N(CC)CC)C.[NH:49]1[CH2:53][CH2:52][CH:51]([OH:54])[CH2:50]1, predict the reaction product. The product is: [CH:2]([N:5]1[C:13]2[C:8](=[CH:9][C:10]([C:14]3[O:18][N:17]=[C:16]([C:19]4[CH:28]=[CH:27][CH:26]=[C:25]5[C:20]=4[CH2:21][CH2:22][CH2:23][CH:24]5[NH:29][C:31]([N:49]4[CH2:53][CH2:52][CH:51]([OH:54])[CH2:50]4)=[O:33])[N:15]=3)=[CH:11][CH:12]=2)[CH:7]=[CH:6]1)([CH3:4])[CH3:3]. (4) The product is: [CH3:1][O:2][C:3](=[O:45])[NH:4][C@H:5]([C:10]([NH:12][N:13]([CH2:14][C@:15]([OH:36])([C:23](=[O:35])[NH:24][C@H:25]1[C:33]2[C:28](=[CH:29][CH:30]=[CH:31][CH:32]=2)[CH2:27][C@H:26]1[OH:34])[CH2:16][C:17]1[CH:22]=[CH:21][CH:20]=[CH:19][CH:18]=1)[CH2:37][C:38]1[CH:43]=[CH:42][C:41]([C:49]2[CH:50]=[CH:51][N:46]=[CH:47][CH:48]=2)=[CH:40][CH:39]=1)=[O:11])[C:6]([CH3:9])([CH3:8])[CH3:7]. Given the reactants [CH3:1][O:2][C:3](=[O:45])[NH:4][C@H:5]([C:10]([NH:12][N:13]([CH2:37][C:38]1[CH:43]=[CH:42][C:41](Br)=[CH:40][CH:39]=1)[CH2:14][C@:15]([OH:36])([C:23](=[O:35])[NH:24][C@H:25]1[C:33]2[C:28](=[CH:29][CH:30]=[CH:31][CH:32]=2)[CH2:27][C@H:26]1[OH:34])[CH2:16][C:17]1[CH:22]=[CH:21][CH:20]=[CH:19][CH:18]=1)=[O:11])[C:6]([CH3:9])([CH3:8])[CH3:7].[N:46]1[CH:51]=[CH:50][C:49](B(O)O)=[CH:48][CH:47]=1.C([O-])([O-])=O.[Na+].[Na+].CCO, predict the reaction product.